From a dataset of Reaction yield outcomes from USPTO patents with 853,638 reactions. Predict the reaction yield, written as a fraction of the theoretical maximum amount of product (1.0 means a 100% yield; for example, 0.34 means a 34% yield). The reactants are [Cl:1][C:2]1[N:3]=[CH:4][CH:5]=[C:6]2[C:10]([CH3:11])=[C:9]([CH3:12])[N:8]([CH2:13][C:14]3[CH:19]=[CH:18][C:17]([F:20])=[CH:16][CH:15]=3)[C:7]=12.[CH3:21][C:22]1[CH:29]=[CH:28][C:25]([CH2:26][NH2:27])=[CH:24][CH:23]=1. No catalyst specified. The product is [ClH:1].[F:20][C:17]1[CH:18]=[CH:19][C:14]([CH2:13][N:8]2[C:7]3=[C:2]([NH:27][CH2:26][C:25]4[CH:28]=[CH:29][C:22]([CH3:21])=[CH:23][CH:24]=4)[N:3]=[CH:4][CH:5]=[C:6]3[C:10]([CH3:11])=[C:9]2[CH3:12])=[CH:15][CH:16]=1. The yield is 0.450.